This data is from HIV replication inhibition screening data with 41,000+ compounds from the AIDS Antiviral Screen. The task is: Binary Classification. Given a drug SMILES string, predict its activity (active/inactive) in a high-throughput screening assay against a specified biological target. The molecule is COc1c(O)cc2c(c1OC)-c1ccc(OC)c(=O)cc1C(NC(C)=O)CC2. The result is 0 (inactive).